Dataset: Reaction yield outcomes from USPTO patents with 853,638 reactions. Task: Predict the reaction yield, written as a fraction of the theoretical maximum amount of product (1.0 means a 100% yield; for example, 0.34 means a 34% yield). The reactants are [Cl:1][C:2]1[CH:3]=[C:4]([C:9]2[S:10][CH:11]=[C:12]([C:15]([CH3:17])=O)[C:13]=2[OH:14])[CH:5]=[CH:6][C:7]=1[Cl:8].[Cl:18][C:19]1[CH:30]=[C:29]([C:31]([NH:33][NH2:34])=[O:32])[CH:28]=[CH:27][C:20]=1[C:21]([NH:23][CH2:24][CH2:25][OH:26])=[O:22].Cl.O. The catalyst is CN(C)C=O. The product is [Cl:18][C:19]1[CH:30]=[C:29]([C:31]([NH:33][N:34]=[C:15]([C:12]2[C:13]([OH:14])=[C:9]([C:4]3[CH:5]=[CH:6][C:7]([Cl:8])=[C:2]([Cl:1])[CH:3]=3)[S:10][CH:11]=2)[CH3:17])=[O:32])[CH:28]=[CH:27][C:20]=1[C:21]([NH:23][CH2:24][CH2:25][OH:26])=[O:22]. The yield is 0.830.